Predict the product of the given reaction. From a dataset of Forward reaction prediction with 1.9M reactions from USPTO patents (1976-2016). Given the reactants [C:1]([O-])([O-:3])=[O:2].[K+].[K+].Cl[CH2:8][C:9]1[O:10][C:11]2[CH:17]=[CH:16][C:15]([O:18][C:19]3[S:20][C:21]4[CH:27]=[CH:26][CH:25]=[CH:24][C:22]=4[N:23]=3)=[CH:14][C:12]=2[CH:13]=1.[NH:28]1[CH2:33][CH2:32][CH2:31][CH2:30][CH2:29]1, predict the reaction product. The product is: [CH:1]([OH:3])=[O:2].[N:28]1([CH2:8][C:9]2[O:10][C:11]3[CH:17]=[CH:16][C:15]([O:18][C:19]4[S:20][C:21]5[CH:27]=[CH:26][CH:25]=[CH:24][C:22]=5[N:23]=4)=[CH:14][C:12]=3[CH:13]=2)[CH2:33][CH2:32][CH2:31][CH2:30][CH2:29]1.